From a dataset of Acute oral toxicity (LD50) regression data from Zhu et al.. Regression/Classification. Given a drug SMILES string, predict its toxicity properties. Task type varies by dataset: regression for continuous values (e.g., LD50, hERG inhibition percentage) or binary classification for toxic/non-toxic outcomes (e.g., AMES mutagenicity, cardiotoxicity, hepatotoxicity). Dataset: ld50_zhu. (1) The molecule is O=C(O)C1C(=CCO)OC2CC(=O)N21. The rat oral LD50 is 1.40, given as -log10 of the dose in mol/kg body weight (higher means more acutely toxic). (2) The molecule is CC(=O)CC(C)(C)O. The rat oral LD50 is 1.46, given as -log10 of the dose in mol/kg body weight (higher means more acutely toxic). (3) The molecule is CCOP(=S)(OCC)Oc1nc(Cl)n(C(C)C)n1. The rat oral LD50 is 3.90, given as -log10 of the dose in mol/kg body weight (higher means more acutely toxic). (4) The compound is CC(C)(C(N)=O)c1ccccc1. The rat oral LD50 is 2.00, given as -log10 of the dose in mol/kg body weight (higher means more acutely toxic). (5) The rat oral LD50 is 3.68, given as -log10 of the dose in mol/kg body weight (higher means more acutely toxic). The compound is CN(N=O)C1CCCCC1. (6) The drug is CC(=O)CC(=O)OCCOC(C)=O. The rat oral LD50 is 1.20, given as -log10 of the dose in mol/kg body weight (higher means more acutely toxic). (7) The drug is Cc1ccc(N)nc1. The rat oral LD50 is 2.73, given as -log10 of the dose in mol/kg body weight (higher means more acutely toxic). (8) The molecule is O=C(O)CCC(=O)OC1CCCCC1. The rat oral LD50 is 1.49, given as -log10 of the dose in mol/kg body weight (higher means more acutely toxic).